Predict the reaction yield, written as a fraction of the theoretical maximum amount of product (1.0 means a 100% yield; for example, 0.34 means a 34% yield). From a dataset of Reaction yield outcomes from USPTO patents with 853,638 reactions. The reactants are [CH3:1][C:2]1[C:8]([CH3:9])=[CH:7][CH:6]=[CH:5][C:3]=1[NH2:4].CC(C)N=C=NC(C)C.[C:19]([O:23][C:24]([N:26]1[CH2:39][CH2:38][C:37]2[C:36]3[C:35]([Cl:40])=[C:34]([Cl:41])[CH:33]=[CH:32][C:31]=3[N:30]([CH2:42][C:43](O)=[O:44])[C:29]=2[CH2:28][CH2:27]1)=[O:25])([CH3:22])([CH3:21])[CH3:20]. The catalyst is CN(C1C=CN=CC=1)C.C1COCC1.CCOC(C)=O. The product is [Cl:41][C:34]1[CH:33]=[CH:32][C:31]2[N:30]([CH2:42][C:43]([NH:4][C:3]3[CH:5]=[CH:6][CH:7]=[C:8]([CH3:9])[C:2]=3[CH3:1])=[O:44])[C:29]3[CH2:28][CH2:27][N:26]([C:24]([O:23][C:19]([CH3:21])([CH3:20])[CH3:22])=[O:25])[CH2:39][CH2:38][C:37]=3[C:36]=2[C:35]=1[Cl:40]. The yield is 0.580.